From a dataset of Full USPTO retrosynthesis dataset with 1.9M reactions from patents (1976-2016). Predict the reactants needed to synthesize the given product. (1) Given the product [Cl:1][C:2]1[CH:7]=[CH:6][C:5]([C@H:8]([C@@H:12]([CH3:17])[C:13]([F:16])([F:15])[F:14])[C:9]([Cl:26])=[O:10])=[CH:4][CH:3]=1, predict the reactants needed to synthesize it. The reactants are: [Cl:1][C:2]1[CH:7]=[CH:6][C:5]([C@H:8]([C@@H:12]([CH3:17])[C:13]([F:16])([F:15])[F:14])[C:9](O)=[O:10])=[CH:4][CH:3]=1.CN(C=O)C.C(Cl)(=O)C([Cl:26])=O. (2) Given the product [CH3:34][O:33][C:31](=[O:32])[C:28]1[CH:27]=[CH:26][C:25]([O:13][CH2:12][C:11]2[C:7]([C:1]3[CH:6]=[CH:5][CH:4]=[CH:3][CH:2]=3)=[N:8][O:9][C:10]=2/[CH:14]=[CH:15]/[C:16]2[CH:17]=[CH:18][CH:19]=[CH:20][CH:21]=2)=[N:30][CH:29]=1, predict the reactants needed to synthesize it. The reactants are: [C:1]1([C:7]2[C:11]([CH2:12][OH:13])=[C:10](/[CH:14]=[CH:15]/[C:16]3[CH:21]=[CH:20][CH:19]=[CH:18][CH:17]=3)[O:9][N:8]=2)[CH:6]=[CH:5][CH:4]=[CH:3][CH:2]=1.[H-].[Na+].Cl[C:25]1[N:30]=[CH:29][C:28]([C:31]([O:33][CH3:34])=[O:32])=[CH:27][CH:26]=1. (3) The reactants are: [Br:1][C:2]1[CH:10]=[CH:9][CH:8]=[C:7]2[C:3]=1[CH:4]=[N:5][NH:6]2.C([O-])([O-])=O.[Cs+].[Cs+].Br[CH2:18][CH2:19][C:20]([CH3:27])([CH3:26])[C:21]([O:23][CH2:24][CH3:25])=[O:22]. Given the product [Br:1][C:2]1[CH:10]=[CH:9][CH:8]=[C:7]2[C:3]=1[CH:4]=[N:5][N:6]2[CH2:18][CH2:19][C:20]([CH3:27])([CH3:26])[C:21]([O:23][CH2:24][CH3:25])=[O:22], predict the reactants needed to synthesize it. (4) Given the product [CH:27]([O:26][C:23]1[CH:24]=[CH:25][C:20]([C:18]([N:15]2[CH2:16][CH2:17][C:12]3([O:11][C:10]4[CH:31]=[CH:32][CH:33]=[CH:34][C:9]=4[N:8]4[C:4]([CH2:3][NH:2][CH:35]=[O:36])=[CH:5][CH:6]=[C:7]34)[CH2:13][CH2:14]2)=[O:19])=[CH:21][C:22]=1[CH3:30])([CH3:28])[CH3:29], predict the reactants needed to synthesize it. The reactants are: Cl.[NH2:2][CH2:3][C:4]1[N:8]2[C:9]3[CH:34]=[CH:33][CH:32]=[CH:31][C:10]=3[O:11][C:12]3([CH2:17][CH2:16][N:15]([C:18]([C:20]4[CH:25]=[CH:24][C:23]([O:26][CH:27]([CH3:29])[CH3:28])=[C:22]([CH3:30])[CH:21]=4)=[O:19])[CH2:14][CH2:13]3)[C:7]2=[CH:6][CH:5]=1.[CH:35](OCC)=[O:36]. (5) Given the product [Br:1][C:2]1[CH:3]=[C:4]([F:16])[C:5]([CH2:9][CH2:10][C:11]([O:13][CH2:14][CH3:15])=[O:12])=[C:6]([F:8])[CH:7]=1, predict the reactants needed to synthesize it. The reactants are: [Br:1][C:2]1[CH:7]=[C:6]([F:8])[C:5](/[CH:9]=[CH:10]/[C:11]([O:13][CH2:14][CH3:15])=[O:12])=[C:4]([F:16])[CH:3]=1.[BH4-].[Na+]. (6) Given the product [Br:23][C:22]1[N:21]([C:24]2[CH:25]=[CH:26][C:27]([Cl:30])=[CH:28][CH:29]=2)[C:20]([C:31]2[CH:36]=[CH:35][CH:34]=[CH:33][C:32]=2[Cl:37])=[N:19][C:18]=1[C:16]([NH:15][C@H:10]1[CH2:11][CH2:12][CH2:13][CH2:14][C@@H:9]1[OH:8])=[O:17], predict the reactants needed to synthesize it. The reactants are: C([O:8][C@H:9]1[CH2:14][CH2:13][CH2:12][CH2:11][C@@H:10]1[NH:15][C:16]([C:18]1[N:19]=[C:20]([C:31]2[CH:36]=[CH:35][CH:34]=[CH:33][C:32]=2[Cl:37])[N:21]([C:24]2[CH:29]=[CH:28][C:27]([Cl:30])=[CH:26][CH:25]=2)[C:22]=1[Br:23])=[O:17])C1C=CC=CC=1.I[Si](C)(C)C. (7) Given the product [ClH:40].[NH2:32][C:26]1([C:24]([N:11]2[CH2:10][CH:9]([C:4]3[CH:5]=[CH:6][C:7]([CH3:8])=[C:2]([CH3:1])[CH:3]=3)[CH2:14][CH:13]([NH:15][C:16]([C:18]3[CH:19]=[CH:20][CH:21]=[CH:22][CH:23]=3)=[O:17])[CH2:12]2)=[O:25])[CH2:31][CH2:30][O:29][CH2:28][CH2:27]1, predict the reactants needed to synthesize it. The reactants are: [CH3:1][C:2]1[CH:3]=[C:4]([CH:9]2[CH2:14][CH:13]([NH:15][C:16]([C:18]3[CH:23]=[CH:22][CH:21]=[CH:20][CH:19]=3)=[O:17])[CH2:12][N:11]([C:24]([C:26]3([NH:32]C(=O)OC(C)(C)C)[CH2:31][CH2:30][O:29][CH2:28][CH2:27]3)=[O:25])[CH2:10]2)[CH:5]=[CH:6][C:7]=1[CH3:8].[ClH:40].